The task is: Binary Classification. Given a miRNA mature sequence and a target amino acid sequence, predict their likelihood of interaction.. This data is from Experimentally validated miRNA-target interactions with 360,000+ pairs, plus equal number of negative samples. (1) The miRNA is mmu-miR-7020-3p with sequence AACCCCUCUCUUCUCUCCCAG. The protein sequence of the target gene is MRWLLLYYALCFSLSKASAHTVELNNMFGQIQSPGYPDSYPSDSEVTWNITVPDGFRIKLYFMHFNLESSYLCEYDYVKVETEDQVLATFCGRETTDTEQTPGQEVVLSPGSFMSITFRSDFSNEERFTGFDAHYMAVDVDECKEREDEELSCDHYCHNYIGGYYCSCRFGYILHTDNRTCRVECSDNLFTQRTGVITSPDFPNPYPKSSECLYTIELEEGFMVNLQFEDIFDIEDHPEVPCPYDYIKIKVGPKVLGPFCGEKAPEPISTQSHSVLILFHSDNSGENRGWRLSYRAAGNE.... Result: 0 (no interaction). (2) The miRNA is hsa-miR-758-5p with sequence GAUGGUUGACCAGAGAGCACAC. The protein sequence of the target gene is MEFRQEEFRKLAGRALGRLHRLLEKRQEGAETLELSADGRPVTTHTRDPPVVDCTCFGLPRRYIIAIMSGLGFCISFGIRCNLGVAIVSMVNNSTTHRGGHVVVQKAQFNWDPETVGLIHGSFFWGYIVTQIPGGFICQKFAANRVFGFAIVATSTLNMLIPSAARVHYGCVIFVRILQGLVEGVTYPACHGIWSKWAPPLERSRLATTAFCGSYAGAVVAMPLAGVLVQYSGWSSVFYVYGSFGIFWYLFWLLVSYESPALHPSISEEERKYIEDAIGESAKLMNPVTKFNTPWRRFFT.... Result: 0 (no interaction). (3) The miRNA is hsa-miR-3175 with sequence CGGGGAGAGAACGCAGUGACGU. The protein sequence of the target gene is MGSRIKQNPETTFEVYVEVAYPRTGGTLSDPEVQRQFPEDYSDQEVLQTLTKFCFPFYVDSLTVSQVGQNFTFVLTDIDSKQRFGFCRLSSGAKSCFCILSYLPWFEVFYKLLNILADYTTKRQESQWNELLETLHRLPIPDPGVSVHLSVHSYFTVPDSRELPSIPENRNLTEYFVAVDVNNMLHLYASMLYERRILIICSKLSTLTACIHGSAAMLYPMYWQHVYIPVLPPHLLDYCCAPMPYLIGIHLSLMEKVRNMALDDVVILNVDTNTLETPFDDLQSLPNDVISSLKNRLKKV.... Result: 0 (no interaction). (4) The miRNA is hsa-miR-219b-3p with sequence AGAAUUGCGUUUGGACAAUCAGU. The protein sequence of the target gene is MEQLSSANTRFALDLFLALSENNPAGNIFISPFSISSAMAMVFLGTRGNTAAQLSKTFHFNTVEEVHSRFQSLNADINKRGASYILKLANRLYGEKTYNFLPEFLVSTQKTYGADLASVDFQHASEDARKTINQWVKGQTEGKIPELLASGMVDNMTKLVLVNAIYFKGNWKDKFMKEATTNAPFRLNKKDRKTVKMMYQKKKFAYGYIEDLKCRVLELPYQGEELSMVILLPDDIEDESTGLKKIEEQLTLEKLHEWTKPENLDFIEVNVSLPRFKLEESYTLNSDLARLGVQDLFNSS.... Result: 0 (no interaction). (5) The miRNA is mmu-miR-297a-5p with sequence AUGUAUGUGUGCAUGUGCAUGU. The protein sequence of the target gene is MGSGMSQILPGLYIGNFKDARDAEQLSRNKVTHILSVHDTARPMLEGVKYLCIPAADTPSQNLTRHFKESIKFIHECRLQGESCLVHCLAGVSRSVTLVIAYIMTVTDFGWEDALHTVRAGRSCANPNLGFQRQLQEFEKHEVHQYRQWLREEYGENPLRDAEEAKNILAAPGILKYWAFLRRL. Result: 1 (interaction). (6) The miRNA is mmu-miR-669l-5p with sequence AGUUGUGUGUGCAUGUAUAUGU. The protein sequence of the target gene is MDASAEQSLPEPGSQDSVAGEDIEIVVNVGGVRQVLYGDLLSQYPETRLAELINCLAGGYDTIFSLCDDYDPGKREFYFDRDPDAFKCVIEVYYFGEVHMKKGICPICFKNEMDFWKVDLKFLDDCCKSHLSEKREELEEIARRVQLILDDLGVDAAEGRWRRCQKCVWKFLEKPESSCPARVVAVLSFLLILVSSVVMCMGTIPELQVVDSEGNRVEHPTLENVETACIGWFTLEYLLRLFSSPNKLHFALSFMNIVDVLAILPFYVSLTLTHLGARMMELTNVQQAVQALRIMRIARI.... Result: 0 (no interaction). (7) The miRNA is hsa-miR-4438 with sequence CACAGGCUUAGAAAAGACAGU. The protein sequence of the target gene is MHLNGRCICPSDPQFVEEKGIRAEDLVIGALESAFQECDEVIGRELEASGQMGGCTALVAVSLQGKLYMANAGDSRAILVRRDEIRPLSFEFTPETERQRIQQLAFVYPELLAGEFTRLEFPRRLKGDDLGQKVLFRDHHMSGWSYKRVEKSDLKYPLIHGQGRQARLLGTLAVSRGLGDHQLRVLDTNIQLKPFLLSVPQVTVLDVDQLELQEDDVVVMATDGLWDVLSNEQVAWLVRSFLPGNQEDPHRYCSCWGPAWAWVGASSKPK. Result: 0 (no interaction).